Dataset: Full USPTO retrosynthesis dataset with 1.9M reactions from patents (1976-2016). Task: Predict the reactants needed to synthesize the given product. Given the product [CH3:1][C@@H:2]1[CH2:7][O:6][CH2:5][CH2:4][N:3]1[C:8]1[CH:13]=[C:12]([C:14]2([S@:17]([CH3:20])(=[NH:19])=[O:18])[CH2:16][CH2:15]2)[N:11]=[C:10]([C:21]2[CH:26]=[CH:25][N:24]=[C:23]3[NH:27][CH:28]=[CH:29][C:22]=23)[N:9]=1, predict the reactants needed to synthesize it. The reactants are: [CH3:1][C@@H:2]1[CH2:7][O:6][CH2:5][CH2:4][N:3]1[C:8]1[CH:13]=[C:12]([C:14]2([S:17]([CH3:20])(=[NH:19])=[O:18])[CH2:16][CH2:15]2)[N:11]=[C:10]([C:21]2[CH:26]=[CH:25][N:24]=[C:23]3[N:27](S(C4C=CC(C)=CC=4)(=O)=O)[CH:28]=[CH:29][C:22]=23)[N:9]=1.[OH-].[Na+].Cl.